The task is: Predict the reactants needed to synthesize the given product.. This data is from Full USPTO retrosynthesis dataset with 1.9M reactions from patents (1976-2016). (1) The reactants are: C([O-])([O-])=O.C([O-])([O-])=O.O.O.O.[K+].[K+].[K+].[K+].C([O:19][CH2:20][CH:21]=[CH:22][CH:23]([CH3:35])[CH2:24][CH2:25][CH2:26][CH:27]([CH3:34])[CH2:28][CH2:29][CH2:30][CH:31]([CH3:33])[CH3:32])(=O)C.C1COCC1. Given the product [CH3:35][CH:23]([CH2:24][CH2:25][CH2:26][CH:27]([CH3:34])[CH2:28][CH2:29][CH2:30][CH:31]([CH3:33])[CH3:32])[CH:22]=[CH:21][CH2:20][OH:19], predict the reactants needed to synthesize it. (2) Given the product [CH2:23]([O:22][C:20]([NH:19][CH2:18][CH2:17][CH2:16][C@H:15]([NH:14][C:33]([O:35][C:36]([CH3:39])([CH3:38])[CH3:37])=[O:34])[C:30]([O:32][CH2:2][C:1]#[N:4])=[O:31])=[O:21])[C:24]1[CH:29]=[CH:28][CH:27]=[CH:26][CH:25]=1, predict the reactants needed to synthesize it. The reactants are: [CH:1]([N:4](CC)C(C)C)(C)[CH3:2].BrCC#N.[NH:14]([C:33]([O:35][C:36]([CH3:39])([CH3:38])[CH3:37])=[O:34])[C@H:15]([C:30]([OH:32])=[O:31])[CH2:16][CH2:17][CH2:18][NH:19][C:20]([O:22][CH2:23][C:24]1[CH:29]=[CH:28][CH:27]=[CH:26][CH:25]=1)=[O:21]. (3) Given the product [CH2:14]([O:13][C:10]1[CH:9]=[CH:8][C:7]([CH:4]([CH2:5][CH3:6])[C:3]([OH:18])=[O:2])=[CH:12][CH:11]=1)[CH2:15][CH2:16][CH3:17], predict the reactants needed to synthesize it. The reactants are: C[O:2][C:3](=[O:18])[CH:4]([C:7]1[CH:12]=[CH:11][C:10]([O:13][CH2:14][CH2:15][CH2:16][CH3:17])=[CH:9][CH:8]=1)[CH2:5][CH3:6].[OH-].[Na+].Cl. (4) The reactants are: Cl[C:2]1[N:10]([CH2:11][O:12][CH2:13][CH2:14][Si:15]([CH3:18])([CH3:17])[CH3:16])[C:9]2[C:4](=[N:5][C:6]([C:20]#[C:21][C:22]3[CH:27]=[CH:26][CH:25]=[CH:24][CH:23]=3)=[C:7]([Cl:19])[CH:8]=2)[CH:3]=1.[O:28]1[CH2:32][C@@H:31]([OH:33])[C@H:30]2[O:34][CH2:35][C@@H:36]([OH:37])[C@@H:29]12.C(=O)([O-])[O-].[Cs+].[Cs+]. Given the product [Cl:19][C:7]1[CH:8]=[C:9]2[N:10]([CH2:11][O:12][CH2:13][CH2:14][Si:15]([CH3:18])([CH3:17])[CH3:16])[C:2]([O:33][C@H:31]3[C@H:30]4[O:34][CH2:35][C@@H:36]([OH:37])[C@H:29]4[O:28][CH2:32]3)=[CH:3][C:4]2=[N:5][C:6]=1[C:20]#[C:21][C:22]1[CH:27]=[CH:26][CH:25]=[CH:24][CH:23]=1, predict the reactants needed to synthesize it. (5) The reactants are: [OH:1][C:2]1[C:3]([C:17](=[N:19][NH:20][C:21]([C:23]2[CH:32]=[CH:31][C:26]([C:27]([O:29]C)=[O:28])=[CH:25][CH:24]=2)=[O:22])[CH3:18])=[N:4][N:5]([CH3:16])[C:6]=1[C:7]1[CH:12]=[CH:11][C:10]([CH2:13][CH2:14][CH3:15])=[CH:9][CH:8]=1.CO.[OH-].[Na+].Cl. Given the product [OH:1][C:2]1[C:3]([C:17](=[N:19][NH:20][C:21]([C:23]2[CH:24]=[CH:25][C:26]([C:27]([OH:29])=[O:28])=[CH:31][CH:32]=2)=[O:22])[CH3:18])=[N:4][N:5]([CH3:16])[C:6]=1[C:7]1[CH:8]=[CH:9][C:10]([CH2:13][CH2:14][CH3:15])=[CH:11][CH:12]=1, predict the reactants needed to synthesize it. (6) Given the product [CH3:1][C@@H:2]1[CH2:7][CH2:6][CH2:5][CH2:4][C@@H:3]1[N:8]1[C:12]2=[C:13]3[CH:19]=[CH:18][N:17]([CH2:20][O:21][CH2:22][CH2:23][Si:24]([CH3:27])([CH3:26])[CH3:25])[C:14]3=[N:15][CH:16]=[C:11]2[N:10]([CH2:32][C:33]2[CH:40]=[CH:39][C:36]([C:37]#[N:38])=[CH:35][CH:34]=2)[C:9]1=[O:28], predict the reactants needed to synthesize it. The reactants are: [CH3:1][C@@H:2]1[CH2:7][CH2:6][CH2:5][CH2:4][C@@H:3]1[N:8]1[C:12]2=[C:13]3[CH:19]=[CH:18][N:17]([CH2:20][O:21][CH2:22][CH2:23][Si:24]([CH3:27])([CH3:26])[CH3:25])[C:14]3=[N:15][CH:16]=[C:11]2[NH:10][C:9]1=[O:28].[H-].[Na+].Br[CH2:32][C:33]1[CH:40]=[CH:39][C:36]([C:37]#[N:38])=[CH:35][CH:34]=1.O. (7) Given the product [CH2:1]([O:8][C:9]1[CH:10]=[C:11]([CH2:18][C:19]([O:26][CH3:24])=[O:21])[CH:12]=[CH:13][C:14]=1[O:15][CH2:16][CH3:17])[C:2]1[CH:7]=[CH:6][CH:5]=[CH:4][CH:3]=1, predict the reactants needed to synthesize it. The reactants are: [CH2:1]([O:8][C:9]1[CH:10]=[C:11]([CH2:18][C:19]#N)[CH:12]=[CH:13][C:14]=1[O:15][CH2:16][CH3:17])[C:2]1[CH:7]=[CH:6][CH:5]=[CH:4][CH:3]=1.[OH-:21].[Na+].Cl.[CH2:24]([OH:26])C.